Dataset: Full USPTO retrosynthesis dataset with 1.9M reactions from patents (1976-2016). Task: Predict the reactants needed to synthesize the given product. (1) Given the product [F:28][C:29]1[CH:36]=[CH:35][C:32]([CH2:33][NH:20][C@@:12]([C:4]2[CH:5]=[C:6]([C:8]([F:10])([F:11])[F:9])[CH:7]=[C:2]([F:1])[CH:3]=2)([C:21]2[CH:26]=[CH:25][C:24]([F:27])=[CH:23][CH:22]=2)[CH2:13][C:14]2[CH:15]=[CH:16][CH:17]=[CH:18][CH:19]=2)=[CH:31][C:30]=1[C:37]([F:38])([F:39])[F:40], predict the reactants needed to synthesize it. The reactants are: [F:1][C:2]1[CH:3]=[C:4]([C@@:12]([C:21]2[CH:26]=[CH:25][C:24]([F:27])=[CH:23][CH:22]=2)([NH2:20])[CH2:13][C:14]2[CH:19]=[CH:18][CH:17]=[CH:16][CH:15]=2)[CH:5]=[C:6]([C:8]([F:11])([F:10])[F:9])[CH:7]=1.[F:28][C:29]1[CH:36]=[CH:35][C:32]([CH:33]=O)=[CH:31][C:30]=1[C:37]([F:40])([F:39])[F:38].C(O)(=O)C.[BH-](OC(C)=O)(OC(C)=O)OC(C)=O.[Na+]. (2) Given the product [CH3:1][O:2][C:3](=[O:36])[CH:4]([P:30]([OH:34])([OH:32])=[O:31])[CH2:5][C:6]([CH3:29])=[CH:7][CH2:8][C:9]1[C:10]([OH:22])=[C:11]2[C:15](=[C:16]([CH3:20])[C:17]=1[O:18][CH3:19])[CH2:14][O:13][C:12]2=[O:21], predict the reactants needed to synthesize it. The reactants are: [CH3:1][O:2][C:3](=[O:36])[CH:4]([P:30]([O:34]C)([O:32]C)=[O:31])[CH2:5][C:6]([CH3:29])=[CH:7][CH2:8][C:9]1[C:10]([O:22]CC[Si](C)(C)C)=[C:11]2[C:15](=[C:16]([CH3:20])[C:17]=1[O:18][CH3:19])[CH2:14][O:13][C:12]2=[O:21].C[Si](Br)(C)C.N1C(C)=CC=CC=1C. (3) Given the product [F:20][CH2:2][CH2:3][O:4][C:5]1[CH:10]=[CH:9][C:8]([C:11](=[O:13])[CH3:12])=[CH:7][CH:6]=1, predict the reactants needed to synthesize it. The reactants are: O[CH2:2][CH2:3][O:4][C:5]1[CH:10]=[CH:9][C:8]([C:11](=[O:13])[CH3:12])=[CH:7][CH:6]=1.CCN(S(F)(F)[F:20])CC.C(=O)([O-])[O-].[K+].[K+].